From a dataset of Forward reaction prediction with 1.9M reactions from USPTO patents (1976-2016). Predict the product of the given reaction. Given the reactants [NH2:1][C:2]1[N:10]=[CH:9][CH:8]=[CH:7][C:3]=1[C:4]([OH:6])=O.ON1C2C=CC=CC=2N=N1.CCN=C=NCCCN(C)C.[F:32][C:33]([F:51])([F:50])[O:34][C:35]1[CH:36]=[C:37]([CH:47]=[CH:48][CH:49]=1)[O:38][C:39]1[CH:40]=[C:41]([CH:44]=[CH:45][CH:46]=1)[CH2:42][NH2:43].C(=O)(O)[O-].[Na+], predict the reaction product. The product is: [F:32][C:33]([F:50])([F:51])[O:34][C:35]1[CH:36]=[C:37]([CH:47]=[CH:48][CH:49]=1)[O:38][C:39]1[CH:40]=[C:41]([CH2:42][NH:43][C:4](=[O:6])[C:3]2[CH:7]=[CH:8][CH:9]=[N:10][C:2]=2[NH2:1])[CH:44]=[CH:45][CH:46]=1.